Dataset: HIV replication inhibition screening data with 41,000+ compounds from the AIDS Antiviral Screen. Task: Binary Classification. Given a drug SMILES string, predict its activity (active/inactive) in a high-throughput screening assay against a specified biological target. (1) The compound is COc1ccc2c(c1)-c1nc(=S)n(CCCN(C)C)c3ccc([N+](=O)[O-])c(c13)N2.Cl. The result is 0 (inactive). (2) The drug is O=C1CC2CCCC23CC2(CCN13)OCCO2. The result is 0 (inactive). (3) The molecule is O=C1CC(=O)NC(NNS(=O)(=O)c2ccccc2)=N1. The result is 0 (inactive). (4) The result is 0 (inactive). The molecule is CC1(C)OCN(c2ccc(N3CCOCC3)cc2)Cn2c1nc1ccccc12. (5) The compound is CC1(C)CC(C)(Br)C(Br)C(=O)C1C(O)(C(F)(F)F)C(F)(F)F. The result is 0 (inactive). (6) The drug is CC1(C)OC2C3CCC(C)(C3)C2(c2ccccc2)O1. The result is 0 (inactive).